Predict the product of the given reaction. From a dataset of Forward reaction prediction with 1.9M reactions from USPTO patents (1976-2016). (1) Given the reactants S[CH2:2][C@H]([C@@H](CS)O)O.C(N(CC(O)=O)CC(O)=O)CN(CC(O)=O)CC(O)=O.[F-].[Na+].[CH3:31][CH2:32][CH2:33][CH2:34][CH2:35][CH2:36][CH2:37][CH2:38][CH2:39][CH2:40][CH2:41][CH2:42]/[CH:43]=[CH:44]/[C@@H:45]([OH:50])[C@@H:46]([NH2:49])[CH2:47][OH:48].N[C@H](C(O)=O)C.CC(OC(C)=O)=O, predict the reaction product. The product is: [OH:48][CH2:47][C@@H:46]([C@@H:45](/[CH:44]=[CH:43]/[CH2:42][CH2:41][CH2:40][CH2:39][CH2:38][CH2:37][CH2:36][CH2:35][CH2:34][CH2:33][CH2:32][CH2:31][CH3:2])[OH:50])[NH2:49]. (2) Given the reactants C[O:2][C:3](=[O:21])[C@@H:4]([O:19][CH3:20])[CH2:5][C:6]1[CH:11]=[CH:10][CH:9]=[C:8]([O:12][C:13]([C:16]([OH:18])=O)([CH3:15])[CH3:14])[CH:7]=1.[Cl:22][C:23]1[CH:24]=[C:25]([CH2:29][CH2:30][NH2:31])[CH:26]=[CH:27][CH:28]=1.C(O[C@@H](CC1C=CC(O[C@@H](C(=O)NCCC2C=CC(OC3C=CC=CC=3)=CC=2)C)=CC=1)C(O)=O)C, predict the reaction product. The product is: [Cl:22][C:23]1[CH:24]=[C:25]([CH2:29][CH2:30][NH:31][C:16]([C:13]([CH3:14])([O:12][C:8]2[CH:7]=[C:6]([CH2:5][C@H:4]([O:19][CH3:20])[C:3]([OH:2])=[O:21])[CH:11]=[CH:10][CH:9]=2)[CH3:15])=[O:18])[CH:26]=[CH:27][CH:28]=1. (3) Given the reactants [F:1][C:2]1[CH:7]=[CH:6][C:5]([NH:8][C:9]2[N:14]3[N:15]=[CH:16][C:17]([C:18]([OH:20])=O)=[C:13]3[N:12]=[CH:11][C:10]=2[C:21]([N:23]2[CH2:28][CH2:27][CH:26]([C:29]3[CH:34]=[CH:33][CH:32]=[CH:31][CH:30]=3)[CH2:25][CH2:24]2)=[O:22])=[CH:4][CH:3]=1.[CH:35]1([S:38]([NH2:41])(=[O:40])=[O:39])[CH2:37][CH2:36]1, predict the reaction product. The product is: [F:1][C:2]1[CH:7]=[CH:6][C:5]([NH:8][C:9]2[N:14]3[N:15]=[CH:16][C:17]([C:18]([NH:41][S:38]([CH:35]4[CH2:37][CH2:36]4)(=[O:40])=[O:39])=[O:20])=[C:13]3[N:12]=[CH:11][C:10]=2[C:21]([N:23]2[CH2:24][CH2:25][CH:26]([C:29]3[CH:34]=[CH:33][CH:32]=[CH:31][CH:30]=3)[CH2:27][CH2:28]2)=[O:22])=[CH:4][CH:3]=1. (4) Given the reactants Cl.[CH3:2][NH:3][O:4][CH3:5].C[Al](C)C.[F:10][C:11]1[CH:22]=[CH:21][C:14]([CH:15]([OH:20])[C:16](OC)=[O:17])=[CH:13][CH:12]=1, predict the reaction product. The product is: [CH3:2][N:3]([O:4][CH3:5])[C:16](=[O:17])[CH:15]([OH:20])[C:14]1[CH:13]=[CH:12][C:11]([F:10])=[CH:22][CH:21]=1. (5) Given the reactants Cl.[CH3:2][O:3][C:4]([C@@H:6]1[CH2:10][C@@H:9]([NH:11][C:12]([C:14]2[S:15][C:16]([Cl:19])=[CH:17][CH:18]=2)=[O:13])[CH2:8][NH:7]1)=[O:5].BrC([C:25]1[CH:30]=[CH:29][C:28]([N:31]2[CH:36]=[CH:35][CH:34]=[CH:33][C:32]2=[O:37])=[CH:27][C:26]=1[F:38])C(N)=O, predict the reaction product. The product is: [CH3:2][O:3][C:4]([C@@H:6]1[CH2:10][C@@H:9]([NH:11][C:12]([C:14]2[S:15][C:16]([Cl:19])=[CH:17][CH:18]=2)=[O:13])[CH2:8][N:7]1[CH2:14][C:12](=[O:13])[NH:11][C:25]1[CH:30]=[CH:29][C:28]([N:31]2[CH:36]=[CH:35][CH:34]=[CH:33][C:32]2=[O:37])=[CH:27][C:26]=1[F:38])=[O:5]. (6) Given the reactants [NH2:1][CH2:2][CH2:3][CH2:4][O:5][CH2:6][CH2:7][O:8][CH2:9][CH2:10][O:11][CH2:12][CH2:13][O:14][CH2:15][CH2:16][O:17][CH2:18][CH2:19][CH2:20][NH:21][C:22]1[CH:30]=[C:29]([N:31]2[C:39]3[CH2:38][C:37]([CH3:41])([CH3:40])[CH2:36][C:35](=[O:42])[C:34]=3[C:33]([CH3:43])=[N:32]2)[CH:28]=[CH:27][C:23]=1[C:24]([NH2:26])=[O:25].[C:44]([O:48][C:49]([NH:51][CH2:52][CH2:53][C:54]1[CH:55]=[CH:56][C:57]([OH:71])=[C:58](/[N:60]=[N:61]/[C:62]2[CH:70]=[CH:69][C:65]([C:66](O)=[O:67])=[CH:64][CH:63]=2)[CH:59]=1)=[O:50])([CH3:47])([CH3:46])[CH3:45].C(Cl)CCl.C1C=CC2N(O)N=NC=2C=1, predict the reaction product. The product is: [C:24]([C:23]1[CH:27]=[CH:28][C:29]([N:31]2[C:39]3[CH2:38][C:37]([CH3:40])([CH3:41])[CH2:36][C:35](=[O:42])[C:34]=3[C:33]([CH3:43])=[N:32]2)=[CH:30][C:22]=1[NH:21][CH2:20][CH2:19][CH2:18][O:17][CH2:16][CH2:15][O:14][CH2:13][CH2:12][O:11][CH2:10][CH2:9][O:8][CH2:7][CH2:6][O:5][CH2:4][CH2:3][CH2:2][NH:1][C:66]([C:65]1[CH:64]=[CH:63][C:62](/[N:61]=[N:60]/[C:58]2[CH:59]=[C:54]([CH:55]=[CH:56][C:57]=2[OH:71])[CH2:53][CH2:52][NH:51][C:49](=[O:50])[O:48][C:44]([CH3:46])([CH3:47])[CH3:45])=[CH:70][CH:69]=1)=[O:67])(=[O:25])[NH2:26]. (7) Given the reactants CS([C:5]1[N:10]=[C:9]([O:11][C:12]2[CH:17]=[CH:16][C:15]([O:18][C:19]3[CH:24]=[CH:23][CH:22]=[CH:21][CH:20]=3)=[CH:14][CH:13]=2)[C:8]([C:25]([NH2:27])=[O:26])=[CH:7][N:6]=1)(=O)=O.[NH2:28][CH:29]1[CH2:34][CH2:33][CH2:32][N:31]([C:35]([O:37][C:38]([CH3:41])([CH3:40])[CH3:39])=[O:36])[CH2:30]1.CCN(C(C)C)C(C)C, predict the reaction product. The product is: [C:25]([C:8]1[C:9]([O:11][C:12]2[CH:17]=[CH:16][C:15]([O:18][C:19]3[CH:24]=[CH:23][CH:22]=[CH:21][CH:20]=3)=[CH:14][CH:13]=2)=[N:10][C:5]([NH:28][CH:29]2[CH2:34][CH2:33][CH2:32][N:31]([C:35]([O:37][C:38]([CH3:41])([CH3:40])[CH3:39])=[O:36])[CH2:30]2)=[N:6][CH:7]=1)(=[O:26])[NH2:27].